From a dataset of Catalyst prediction with 721,799 reactions and 888 catalyst types from USPTO. Predict which catalyst facilitates the given reaction. (1) The catalyst class is: 7. Reactant: [H-].[Al+3].[Li+].[H-].[H-].[H-].[CH3:7][N:8]1[CH2:13][CH2:12][NH:11][CH:10]([C:14]2[CH:19]=[CH:18][CH:17]=[CH:16][CH:15]=2)[C:9]1=O. Product: [CH3:7][N:8]1[CH2:13][CH2:12][NH:11][CH:10]([C:14]2[CH:15]=[CH:16][CH:17]=[CH:18][CH:19]=2)[CH2:9]1. (2) Reactant: Cl[C:2]1[N:7]=[C:6]([NH:8][CH2:9][C:10]2[CH:11]=[N:12][N:13]([CH3:15])[CH:14]=2)[C:5]([C:16]([OH:18])=O)=[CH:4][N:3]=1.[CH:19]1[CH:20]=[CH:21][C:22]2[N:27]([OH:28])[N:26]=[N:25][C:23]=2[CH:24]=1.C(Cl)CCl.[NH3:33]. Product: [N:27]1([O:28][C:2]2[N:7]=[C:6]([NH:8][CH2:9][C:10]3[CH:11]=[N:12][N:13]([CH3:15])[CH:14]=3)[C:5]([C:16]([NH2:33])=[O:18])=[CH:4][N:3]=2)[C:22]2[CH:21]=[CH:20][CH:19]=[CH:24][C:23]=2[N:25]=[N:26]1. The catalyst class is: 3. (3) Reactant: [F:1][C:2]1[CH:7]=[CH:6][C:5]([NH:8][CH2:9][CH2:10][C:11]([OH:13])=O)=[C:4]([N+:14]([O-:16])=[O:15])[CH:3]=1. Product: [F:1][C:2]1[CH:7]=[C:6]2[C:5](=[C:4]([N+:14]([O-:16])=[O:15])[CH:3]=1)[NH:8][CH2:9][CH2:10][C:11]2=[O:13]. The catalyst class is: 6. (4) Reactant: [CH2:1]([O:8][C:9]1[CH:10]=[CH:11][C:12]([C@@H:20]([O:66][Si](C(C)(C)C)(C)C)[CH2:21][NH:22][CH2:23][CH2:24][C:25]2[CH:30]=[CH:29][C:28]([NH:31][C:32]([C:34]3[CH:35]=[C:36]([S:40]([C:43]4[CH:44]=[C:45]5[C:50](=[C:51]([CH3:53])[CH:52]=4)[N:49]=[CH:48][C:47]([C:54]([NH2:56])=[O:55])=[C:46]5[NH:57][C:58]4[CH:63]=[CH:62][CH:61]=[C:60]([O:64][CH3:65])[CH:59]=4)(=[O:42])=[O:41])[CH:37]=[CH:38][CH:39]=3)=[O:33])=[CH:27][CH:26]=2)=[C:13]2[C:18]=1[NH:17][C:16](=[O:19])[CH:15]=[CH:14]2)[C:2]1[CH:7]=[CH:6][CH:5]=[CH:4][CH:3]=1.CCCC[N+](CCCC)(CCCC)CCCC.[F-].C(O)(=O)C. Product: [CH2:1]([O:8][C:9]1[CH:10]=[CH:11][C:12]([C@@H:20]([OH:66])[CH2:21][NH:22][CH2:23][CH2:24][C:25]2[CH:26]=[CH:27][C:28]([NH:31][C:32]([C:34]3[CH:35]=[C:36]([S:40]([C:43]4[CH:44]=[C:45]5[C:50](=[C:51]([CH3:53])[CH:52]=4)[N:49]=[CH:48][C:47]([C:54]([NH2:56])=[O:55])=[C:46]5[NH:57][C:58]4[CH:63]=[CH:62][CH:61]=[C:60]([O:64][CH3:65])[CH:59]=4)(=[O:42])=[O:41])[CH:37]=[CH:38][CH:39]=3)=[O:33])=[CH:29][CH:30]=2)=[C:13]2[C:18]=1[NH:17][C:16](=[O:19])[CH:15]=[CH:14]2)[C:2]1[CH:3]=[CH:4][CH:5]=[CH:6][CH:7]=1. The catalyst class is: 10. (5) Reactant: [CH3:1][O:2][C:3]1[CH:4]=[C:5]2[C:10](=[CH:11][C:12]=1[O:13][CH3:14])[C:9]([CH3:15])=[N:8][CH:7]=[CH:6]2.C1C=C(Cl)C=C(C(OO)=[O:24])C=1.[OH-].[Na+]. Product: [CH3:1][O:2][C:3]1[CH:4]=[C:5]2[C:10](=[CH:11][C:12]=1[O:13][CH3:14])[C:9]([CH3:15])=[N+:8]([O-:24])[CH:7]=[CH:6]2. The catalyst class is: 2. (6) The catalyst class is: 633. Reactant: [Br:1][C:2]1[C:3]([CH2:8][C:9]#[N:10])=[N:4][CH:5]=[CH:6][CH:7]=1.Cl[CH2:12][CH2:13][N:14]([CH2:22][CH2:23]Cl)[C:15](=[O:21])[O:16][C:17]([CH3:20])([CH3:19])[CH3:18].[H-].[Na+]. Product: [Br:1][C:2]1[C:3]([C:8]2([C:9]#[N:10])[CH2:23][CH2:22][N:14]([C:15]([O:16][C:17]([CH3:19])([CH3:18])[CH3:20])=[O:21])[CH2:13][CH2:12]2)=[N:4][CH:5]=[CH:6][CH:7]=1.